This data is from Forward reaction prediction with 1.9M reactions from USPTO patents (1976-2016). The task is: Predict the product of the given reaction. (1) Given the reactants [CH:1]1([CH2:4][O:5][C:6]2[N:11]=[C:10]([C:12]([OH:14])=O)[CH:9]=[CH:8][C:7]=2[N:15]2[CH2:18][C:17]([F:20])([F:19])[CH2:16]2)[CH2:3][CH2:2]1.[CH3:21][C:22]1[O:26][N:25]=[C:24]([CH:27]([CH2:29][CH:30]([CH3:32])[CH3:31])[NH2:28])[N:23]=1, predict the reaction product. The product is: [CH3:31][CH:30]([CH3:32])[CH2:29][CH:27]([NH:28][C:12]([C:10]1[CH:9]=[CH:8][C:7]([N:15]2[CH2:18][C:17]([F:20])([F:19])[CH2:16]2)=[C:6]([O:5][CH2:4][CH:1]2[CH2:2][CH2:3]2)[N:11]=1)=[O:14])[C:24]1[N:23]=[C:22]([CH3:21])[O:26][N:25]=1. (2) Given the reactants IC1C=CC(C(Cl)=O)=CC=1.[CH3:11][O:12][C:13]1[CH:14]=[C:15]2[C:20](=[CH:21][C:22]=1[O:23][CH3:24])[N:19]=[CH:18][CH:17]=[C:16]2[O:25][C:26]1[CH:32]=[CH:31][C:29]([NH2:30])=[CH:28][C:27]=1[F:33].[I:34][C:35]1[CH:40]=[CH:39][C:38]([C:41]([N:43]=[C:44]=[S:45])=[O:42])=[CH:37][CH:36]=1, predict the reaction product. The product is: [I:34][C:35]1[CH:36]=[CH:37][C:38]([C:41]([N:43]=[C:44]=[S:45])=[O:42])=[CH:39][CH:40]=1.[CH3:11][O:12][C:13]1[CH:14]=[C:15]2[C:20](=[CH:21][C:22]=1[O:23][CH3:24])[N:19]=[CH:18][CH:17]=[C:16]2[O:25][C:26]1[CH:32]=[CH:31][C:29]([NH:30][C:44]([NH:43][C:41](=[O:42])[C:38]2[CH:39]=[CH:40][C:35]([I:34])=[CH:36][CH:37]=2)=[S:45])=[CH:28][C:27]=1[F:33]. (3) The product is: [Cl:1][C:2]1[CH:18]=[CH:17][C:5]2[CH2:6][CH2:7][N:8]([C:11](=[O:16])[C:12]([F:13])([F:14])[F:15])[CH2:9][CH2:10][C:4]=2[C:3]=1[CH:19]=[CH:20][CH2:21][CH2:22][CH2:23][NH:24][C:25]([CH:27]1[CH2:28][CH2:29][CH2:30][CH2:31]1)=[O:26]. Given the reactants [Cl:1][C:2]1[CH:18]=[CH:17][C:5]2[CH2:6][CH2:7][N:8]([C:11](=[O:16])[C:12]([F:15])([F:14])[F:13])[CH2:9][CH2:10][C:4]=2[C:3]=1[C:19]#[C:20][CH2:21][CH2:22][CH2:23][NH:24][C:25]([CH:27]1[CH2:31][CH2:30][CH2:29][CH2:28]1)=[O:26].[H][H], predict the reaction product. (4) The product is: [Cl:10][C:4]1[CH:3]=[C:2]([N:17]2[C@@H:13]([CH2:11][CH3:12])[C@@H:14]([OH:21])[C:15]([F:20])([F:19])[C:16]2=[O:18])[CH:9]=[CH:8][C:5]=1[C:6]#[N:7]. Given the reactants Br[C:2]1[CH:9]=[CH:8][C:5]([C:6]#[N:7])=[C:4]([Cl:10])[CH:3]=1.[CH2:11]([C@@H:13]1[NH:17][C:16](=[O:18])[C:15]([F:20])([F:19])[C@@H:14]1[OH:21])[CH3:12].C1(P(C2C=CC=CC=2)C2C3OC4C(=CC=CC=4P(C4C=CC=CC=4)C4C=CC=CC=4)C(C)(C)C=3C=CC=2)C=CC=CC=1.C(=O)([O-])[O-].[Cs+].[Cs+], predict the reaction product. (5) Given the reactants Cl[C:2]1[N:7]=[CH:6][C:5]([CH2:8][CH2:9][CH2:10][C:11]([F:14])([F:13])[F:12])=[CH:4][N:3]=1.BrC1C=NC(Cl)=NC=1.[F:23][C:24]1([F:70])[CH2:29][CH2:28][CH:27]([C:30]2[C:39]3[CH:38]([O:40]CC4C=CC(OC)=CC=4)[CH2:37][C:36]([CH3:51])([CH3:50])[CH2:35][C:34]=3[N:33]=[C:32]([CH:52]3[CH2:57][CH2:56][NH:55][CH2:54][CH2:53]3)[C:31]=2[CH:58]([F:69])[C:59]2[CH:64]=[CH:63][C:62]([C:65]([F:68])([F:67])[F:66])=[CH:61][CH:60]=2)[CH2:26][CH2:25]1, predict the reaction product. The product is: [F:70][C:24]1([F:23])[CH2:29][CH2:28][CH:27]([C:30]2[C:39]3[CH:38]([OH:40])[CH2:37][C:36]([CH3:50])([CH3:51])[CH2:35][C:34]=3[N:33]=[C:32]([CH:52]3[CH2:57][CH2:56][N:55]([C:2]4[N:7]=[CH:6][C:5]([CH2:8][CH2:9][CH2:10][C:11]([F:14])([F:13])[F:12])=[CH:4][N:3]=4)[CH2:54][CH2:53]3)[C:31]=2[CH:58]([F:69])[C:59]2[CH:64]=[CH:63][C:62]([C:65]([F:67])([F:68])[F:66])=[CH:61][CH:60]=2)[CH2:26][CH2:25]1. (6) Given the reactants [CH:1]([N:4]1[CH2:9][CH2:8][CH:7]([O:10][C:11]2[CH:23]=[C:22]3[C:14]([N:15]4[C:20](=[CH:21]3)[C:19](=[O:24])[NH:18][CH2:17][CH2:16]4)=[N:13][CH:12]=2)[CH2:6][CH2:5]1)([CH3:3])[CH3:2].Br[CH2:26][CH:27]1[CH2:29][CH2:28]1.[H-].[Na+], predict the reaction product. The product is: [CH:27]1([CH2:26][N:18]2[CH2:17][CH2:16][N:15]3[C:20](=[CH:21][C:22]4[C:14]3=[N:13][CH:12]=[C:11]([O:10][CH:7]3[CH2:6][CH2:5][N:4]([CH:1]([CH3:3])[CH3:2])[CH2:9][CH2:8]3)[CH:23]=4)[C:19]2=[O:24])[CH2:29][CH2:28]1. (7) The product is: [CH:1]1([O:5][C:6]2[CH:11]=[CH:10][C:9]([CH2:12][C:13]([NH:35][C:33]3[CH:32]=[C:31]([N:36]4[CH:40]=[CH:39][CH:38]=[N:37]4)[N:30]=[C:29]([C:25]4[O:24][CH:28]=[CH:27][CH:26]=4)[N:34]=3)=[O:15])=[CH:8][C:7]=2[O:16][CH3:17])[CH2:2][CH2:3][CH2:4]1. Given the reactants [CH:1]1([O:5][C:6]2[CH:11]=[CH:10][C:9]([CH2:12][C:13]([OH:15])=O)=[CH:8][C:7]=2[O:16][CH3:17])[CH2:4][CH2:3][CH2:2]1.C(Cl)(=O)C(Cl)=O.[O:24]1[CH:28]=[CH:27][CH:26]=[C:25]1[C:29]1[N:34]=[C:33]([NH2:35])[CH:32]=[C:31]([N:36]2[CH:40]=[CH:39][CH:38]=[N:37]2)[N:30]=1.N1C=CC=CC=1, predict the reaction product. (8) Given the reactants [C:1](#[N:5])[CH2:2][C:3]#[N:4].[H-].[Na+].Br[C:9]([CH3:15])([CH3:14])[C:10]([O:12][CH3:13])=[O:11].C(=O)(O)[O-].[Na+], predict the reaction product. The product is: [C:3]([CH:2]([C:1]#[N:5])[C:9]([CH3:15])([CH3:14])[C:10]([O:12][CH3:13])=[O:11])#[N:4]. (9) Given the reactants C([N:8]1[CH2:12][CH2:11][CH:10]([CH2:13][CH:14]2[CH2:16][CH2:15]2)[C:9]1([CH3:18])[CH3:17])C1C=CC=CC=1.[ClH:19], predict the reaction product. The product is: [ClH:19].[CH:14]1([CH2:13][CH:10]2[CH2:11][CH2:12][NH:8][C:9]2([CH3:18])[CH3:17])[CH2:15][CH2:16]1.